Dataset: Catalyst prediction with 721,799 reactions and 888 catalyst types from USPTO. Task: Predict which catalyst facilitates the given reaction. (1) Reactant: CS(O[C@H:6]1[CH2:9][C@@H:8]([NH:10][C:11]([O:13][C:14]([CH3:17])([CH3:16])[CH3:15])=[O:12])[CH2:7]1)(=O)=O.[C-:18]#[N:19].[Na+]. Product: [C:18]([C@H:6]1[CH2:9][C@H:8]([NH:10][C:11](=[O:12])[O:13][C:14]([CH3:17])([CH3:16])[CH3:15])[CH2:7]1)#[N:19]. The catalyst class is: 3. (2) Reactant: [F:1][C:2]([F:25])([F:24])[C:3]1[CH:8]=[CH:7][C:6]([S:9]([N:12]2[CH2:17][CH2:16][O:15][C:14]3[N:18]=[CH:19][C:20]([C:22]#[N:23])=[CH:21][C:13]2=3)(=[O:11])=[O:10])=[CH:5][CH:4]=1.[NH2:26][CH2:27][C:28](N)([CH3:30])[CH3:29].[S]. Product: [CH3:29][C:28]1([CH3:30])[CH2:27][NH:26][C:22]([C:20]2[CH:19]=[N:18][C:14]3[O:15][CH2:16][CH2:17][N:12]([S:9]([C:6]4[CH:7]=[CH:8][C:3]([C:2]([F:24])([F:1])[F:25])=[CH:4][CH:5]=4)(=[O:10])=[O:11])[C:13]=3[CH:21]=2)=[N:23]1. The catalyst class is: 11. (3) Reactant: O.[N-:2]=[N+:3]=[N-:4].[Na+].CS(O[CH2:11][C:12]1[O:13][CH2:14][CH2:15][CH2:16][CH:17]=1)(=O)=O. Product: [N:2]([CH2:11][C:12]1[O:13][CH2:14][CH2:15][CH2:16][CH:17]=1)=[N+:3]=[N-:4]. The catalyst class is: 9. (4) Reactant: P(Br)(Br)[Br:2].CN(C=O)C.[N+:10]([C:13]1[CH:41]=[CH:40][C:16]([CH2:17][O:18][C:19](=[O:39])[NH:20][CH2:21][CH2:22][NH:23][C:24]([C:26]2[CH:31]=[C:30]([C:32]3[O:33][CH:34]=[CH:35][CH:36]=3)[CH:29]=[C:28]([CH2:37]O)[N:27]=2)=[O:25])=[CH:15][CH:14]=1)([O-:12])=[O:11].C([O-])(O)=O.[Na+]. The catalyst class is: 6. Product: [N+:10]([C:13]1[CH:41]=[CH:40][C:16]([CH2:17][O:18][C:19](=[O:39])[NH:20][CH2:21][CH2:22][NH:23][C:24]([C:26]2[CH:31]=[C:30]([C:32]3[O:33][CH:34]=[CH:35][CH:36]=3)[CH:29]=[C:28]([CH2:37][Br:2])[N:27]=2)=[O:25])=[CH:15][CH:14]=1)([O-:12])=[O:11]. (5) The catalyst class is: 3. Reactant: [C@@H:1]([C@@H:5]([C:14](=[O:37])[N:15]([CH2:34][CH2:35][CH3:36])[C@@H:16]([CH:31]([CH3:33])[CH3:32])[CH2:17][C@H:18]([C:23]1[S:24][CH:25]=[C:26]([C:28]([OH:30])=O)[N:27]=1)[O:19][C:20](=[O:22])[CH3:21])[NH:6][C:7](=[O:13])[O:8][C:9]([CH3:12])([CH3:11])[CH3:10])([CH2:3][CH3:4])[CH3:2].CN(C(ON1N=NC2C=CC=NC1=2)=[N+](C)C)C.F[P-](F)(F)(F)(F)F.CCN(C(C)C)C(C)C.[NH2:71][C@@H:72]([CH2:80][C:81]1[CH:86]=[CH:85][CH:84]=[CH:83][CH:82]=1)[CH2:73][C:74]([CH3:79])([CH3:78])[C:75]([OH:77])=[O:76].C(O)(C(F)(F)F)=O. Product: [C@@H:1]([C@@H:5]([C:14](=[O:37])[N:15]([CH2:34][CH2:35][CH3:36])[C@@H:16]([CH:31]([CH3:33])[CH3:32])[CH2:17][C@H:18]([C:23]1[S:24][CH:25]=[C:26]([C:28]([NH:71][C@@H:72]([CH2:80][C:81]2[CH:82]=[CH:83][CH:84]=[CH:85][CH:86]=2)[CH2:73][C:74]([CH3:79])([CH3:78])[C:75]([OH:77])=[O:76])=[O:30])[N:27]=1)[O:19][C:20](=[O:22])[CH3:21])[NH:6][C:7](=[O:13])[O:8][C:9]([CH3:10])([CH3:11])[CH3:12])([CH2:3][CH3:4])[CH3:2].